Dataset: Full USPTO retrosynthesis dataset with 1.9M reactions from patents (1976-2016). Task: Predict the reactants needed to synthesize the given product. (1) Given the product [C:1]1([C:20]2[CH:21]=[CH:22][CH:23]=[CH:24][CH:25]=2)[CH:2]=[CH:3][C:4]([O:7][CH2:8][CH2:9][CH2:10][CH2:11][CH2:12][C:13](=[O:19])[C:14]([O:16][CH2:17][CH3:18])=[O:15])=[CH:5][CH:6]=1, predict the reactants needed to synthesize it. The reactants are: [C:1]1([C:20]2[CH:25]=[CH:24][CH:23]=[CH:22][CH:21]=2)[CH:6]=[CH:5][C:4]([O:7][CH2:8][CH2:9][CH2:10][CH2:11][CH2:12][CH:13]([OH:19])[C:14]([O:16][CH2:17][CH3:18])=[O:15])=[CH:3][CH:2]=1.C1C=C[NH+]=CC=1.C1C=C[NH+]=CC=1.[O-][Cr](O[Cr]([O-])(=O)=O)(=O)=O. (2) Given the product [NH:1]([C:4]1[N:13]=[CH:12][CH:11]=[C:10]2[C:5]=1[CH:6]=[C:7]([C:32]1[CH:37]=[CH:36][CH:35]=[CH:34][CH:33]=1)[C:8]([C:14]1[CH:19]=[CH:18][C:17]([C:20]3([NH:24][C:25](=[O:31])[O:26][C:27]([CH3:30])([CH3:29])[CH3:28])[CH2:23][CH2:22][CH2:21]3)=[CH:16][CH:15]=1)=[N:9]2)[NH2:2], predict the reactants needed to synthesize it. The reactants are: [NH2:1][NH2:2].Cl[C:4]1[N:13]=[CH:12][CH:11]=[C:10]2[C:5]=1[CH:6]=[C:7]([C:32]1[CH:37]=[CH:36][CH:35]=[CH:34][CH:33]=1)[C:8]([C:14]1[CH:19]=[CH:18][C:17]([C:20]3([NH:24][C:25](=[O:31])[O:26][C:27]([CH3:30])([CH3:29])[CH3:28])[CH2:23][CH2:22][CH2:21]3)=[CH:16][CH:15]=1)=[N:9]2.C(OCC)(=O)C. (3) Given the product [NH2:47][C:44]1[S:45][CH:46]=[C:42](/[C:22](=[N:21]/[O:20][C:17]2([C:15]([OH:16])=[O:14])[CH2:18][CH2:19]2)/[C:23](=[O:24])[NH:25][C@H:26]2[C@@H:29]([CH2:30][N:31]3[CH2:35][CH2:34][O:33][C:32]3=[O:36])[N:28]([S:37]([OH:40])(=[O:39])=[O:38])[C:27]2=[O:41])[N:43]=1, predict the reactants needed to synthesize it. The reactants are: C([O:14][C:15]([C:17]1([O:20]/[N:21]=[C:22](/[C:42]2[N:43]=[C:44]([NH:47]C(OC(C)(C)C)=O)[S:45][CH:46]=2)\[C:23]([NH:25][C@H:26]2[C@@H:29]([CH2:30][N:31]3[CH2:35][CH2:34][O:33][C:32]3=[O:36])[N:28]([S:37]([OH:40])(=[O:39])=[O:38])[C:27]2=[O:41])=[O:24])[CH2:19][CH2:18]1)=[O:16])(C1C=CC=CC=1)C1C=CC=CC=1.C(O)(C(F)(F)F)=O. (4) Given the product [CH:26]([NH:29][CH2:2][CH2:3][CH2:4][N:5]([CH3:13])[C:6](=[O:12])[O:7][C:8]([CH3:11])([CH3:10])[CH3:9])([CH3:28])[CH3:27], predict the reactants needed to synthesize it. The reactants are: O[CH2:2][CH2:3][CH2:4][N:5]([CH3:13])[C:6](=[O:12])[O:7][C:8]([CH3:11])([CH3:10])[CH3:9].C(N(CC)CC)C.CS(Cl)(=O)=O.[CH:26]([NH2:29])([CH3:28])[CH3:27].C(=O)([O-])O.[Na+]. (5) Given the product [ClH:23].[N+:1]([C:4]1[CH:5]=[CH:6][C:7]([N:10]2[CH2:11][CH2:12][NH:13][CH2:14][CH2:15]2)=[N:8][CH:9]=1)([O-:3])=[O:2], predict the reactants needed to synthesize it. The reactants are: [N+:1]([C:4]1[CH:5]=[CH:6][C:7]([N:10]2[CH2:15][CH2:14][N:13](C(OC(C)(C)C)=O)[CH2:12][CH2:11]2)=[N:8][CH:9]=1)([O-:3])=[O:2].[ClH:23]. (6) Given the product [C:15]([O:14][C:56]([N:55]([CH3:54])[C@H:3]([C:4]([NH:31][CH:32]([C:49]([CH3:52])([CH3:53])[CH:50]=[CH2:51])[C:33]([N:35]([CH3:48])[C@@H:36]([CH:45]([CH3:47])[CH3:46])/[CH:37]=[C:38](\[CH3:44])/[C:39]([O:41][CH2:42][CH3:43])=[O:40])=[O:34])=[O:6])[C:2]([CH3:1])([CH3:7])[C:8]1[CH:13]=[CH:12][CH:11]=[CH:10][CH:9]=1)=[O:57])([CH3:16])([CH3:23])[CH3:24], predict the reactants needed to synthesize it. The reactants are: [CH3:1][C:2]([C:8]1[CH:13]=[CH:12][CH:11]=[CH:10][CH:9]=1)([CH3:7])[CH2:3][C:4]([OH:6])=O.[OH:14][C:15]1[C:23]2N=NNC=2C=C[CH:16]=1.[CH3:24]N1CCOCC1.[NH2:31][CH:32]([C:49]([CH3:53])([CH3:52])[CH:50]=[CH2:51])[C:33]([N:35]([CH3:48])[C@@H:36]([CH:45]([CH3:47])[CH3:46])/[CH:37]=[C:38](\[CH3:44])/[C:39]([O:41][CH2:42][CH3:43])=[O:40])=[O:34].[CH3:54][N:55](C)[CH:56]=[O:57].